This data is from Catalyst prediction with 721,799 reactions and 888 catalyst types from USPTO. The task is: Predict which catalyst facilitates the given reaction. (1) Reactant: Br[C:2]1[CH:3]=[CH:4][C:5]([N+:8]([O-:10])=[O:9])=[N:6][CH:7]=1.[N:11]1([C:17]([O:19][C:20]([CH3:23])([CH3:22])[CH3:21])=[O:18])[CH2:16][CH2:15][NH:14][CH2:13][CH2:12]1. Product: [C:20]([O:19][C:17]([N:11]1[CH2:16][CH2:15][N:14]([C:2]2[CH:7]=[N:6][C:5]([N+:8]([O-:10])=[O:9])=[CH:4][CH:3]=2)[CH2:13][CH2:12]1)=[O:18])([CH3:23])([CH3:21])[CH3:22]. The catalyst class is: 10. (2) Reactant: [C:1]([NH2:10])(=[O:9])[C:2]1[C:3](=[CH:5][CH:6]=[CH:7][CH:8]=1)[NH2:4].C(=O)([O-])[O-].[K+].[K+].[C:17](Cl)(=O)[C:18]1[C:19]([O:24][CH3:25])=[CH:20][CH:21]=[CH:22][CH:23]=1. Product: [CH3:25][O:24][C:19]1[CH:20]=[CH:21][CH:22]=[CH:23][C:18]=1[C:17]1[N:10]=[C:1]([OH:9])[C:2]2[C:3](=[CH:5][CH:6]=[CH:7][CH:8]=2)[N:4]=1. The catalyst class is: 27. (3) Reactant: [N:1]1([CH2:7][CH:8]([OH:11])[CH2:9][OH:10])[CH2:6][CH2:5][O:4][CH2:3][CH2:2]1.[H-].[Na+].Cl[C:15]1[CH:20]=[CH:19][C:18]([S:21]([C:24]([F:27])([F:26])[F:25])(=[O:23])=[O:22])=[CH:17][C:16]=1[N+:28]([O-:30])=[O:29]. Product: [N+:28]([C:16]1[CH:17]=[C:18]([S:21]([C:24]([F:27])([F:26])[F:25])(=[O:23])=[O:22])[CH:19]=[CH:20][C:15]=1[O:11][CH:8]([CH2:9][O:10][C:15]1[CH:20]=[CH:19][C:18]([S:21]([C:24]([F:26])([F:27])[F:25])(=[O:23])=[O:22])=[CH:17][C:16]=1[N+:28]([O-:30])=[O:29])[CH2:7][N:1]1[CH2:6][CH2:5][O:4][CH2:3][CH2:2]1)([O-:30])=[O:29]. The catalyst class is: 10. (4) Reactant: [C:1]([NH:8][CH2:9][CH2:10]Br)([O:3][C:4]([CH3:7])([CH3:6])[CH3:5])=[O:2].[O:12]([CH2:19][C:20]1[CH:24]=[C:23]([C:25]([O:27][CH2:28][CH3:29])=[O:26])[NH:22][N:21]=1)[C:13]1[CH:18]=[CH:17][CH:16]=[CH:15][CH:14]=1.[C:30](=O)([O-])[O-].[K+].[K+]. Product: [C:4]([O:3][C:1]([NH:8][CH:9]([CH3:10])[CH2:30][N:22]1[C:23]([C:25]([O:27][CH2:28][CH3:29])=[O:26])=[CH:24][C:20]([CH2:19][O:12][C:13]2[CH:18]=[CH:17][CH:16]=[CH:15][CH:14]=2)=[N:21]1)=[O:2])([CH3:7])([CH3:6])[CH3:5]. The catalyst class is: 3. (5) Reactant: [C:1]([C:3]1[C:4]([N:15]2[CH2:20][CH2:19][CH:18]([C:21]([OH:23])=O)[CH2:17][CH2:16]2)=[N:5][C:6]([CH3:14])=[C:7]([C:9]([O:11][CH2:12][CH3:13])=[O:10])[CH:8]=1)#[N:2].CCN=C=NCCCN(C)C.[F:35][C:36]1[CH:41]=[CH:40][C:39]([CH2:42][S:43]([NH2:46])(=[O:45])=[O:44])=[CH:38][CH:37]=1.C1C=CC2N(O)N=NC=2C=1.CCN(C(C)C)C(C)C. Product: [C:1]([C:3]1[C:4]([N:15]2[CH2:16][CH2:17][CH:18]([C:21]([NH:46][S:43]([CH2:42][C:39]3[CH:40]=[CH:41][C:36]([F:35])=[CH:37][CH:38]=3)(=[O:45])=[O:44])=[O:23])[CH2:19][CH2:20]2)=[N:5][C:6]([CH3:14])=[C:7]([CH:8]=1)[C:9]([O:11][CH2:12][CH3:13])=[O:10])#[N:2]. The catalyst class is: 2. (6) Reactant: C1C=CC2S(=O)(=O)[O:8]C(C3C=C(Br)C(O)=C(Br)C=3)(C3C=C(Br)C(O)=C(Br)C=3)C=2C=1.[CH3:30][CH2:31][NH:32][C:33]1[CH:38]=[CH:37][C:36](/C(/C2C=CC(S([O-])(=O)=O)=CC=2S(O)(=O)=O)=C2\C=CC(C(C)=C\2)=NCC)=[CH:35][C:34]=1[CH3:64].[Na+].B(O)(O)O.C(N(CC(O)=O)CC(O)=O)CN(CC(O)=O)CC(O)=O.C(O)C(N)(CO)CO.CC[N+]1C(C2C=CC=CC=2)=C2C(C=CC(N)=C2)=C2C=1C=C(N)C=C2.[Br-]. Product: [NH:32]1[C:33]2[C:34](=[CH:35][CH:36]=[CH:37][CH:38]=2)[CH:64]=[CH:30][C:31]1=[O:8]. The catalyst class is: 6. (7) Reactant: [C:1]1([S:7]([N:10]2[C:18]3[C:13](=[CH:14][C:15](B4OC(C)(C)C(C)(C)O4)=[CH:16][CH:17]=3)[CH:12]=[C:11]2[C:28]2[C:33]([F:34])=[CH:32][CH:31]=[CH:30][C:29]=2[F:35])(=[O:9])=[O:8])[CH:6]=[CH:5][CH:4]=[CH:3][CH:2]=1.[CH3:36][O:37][C:38](=[O:47])[C:39]1[CH:44]=[CH:43][C:42](Br)=[C:41]([Cl:46])[CH:40]=1.C([O-])([O-])=O.[Cs+].[Cs+]. Product: [CH3:36][O:37][C:38](=[O:47])[C:39]1[CH:44]=[CH:43][C:42]([C:15]2[CH:14]=[C:13]3[C:18](=[CH:17][CH:16]=2)[N:10]([S:7]([C:1]2[CH:2]=[CH:3][CH:4]=[CH:5][CH:6]=2)(=[O:9])=[O:8])[C:11]([C:28]2[C:29]([F:35])=[CH:30][CH:31]=[CH:32][C:33]=2[F:34])=[CH:12]3)=[C:41]([Cl:46])[CH:40]=1. The catalyst class is: 75. (8) Reactant: CC1C=CC(S(O[C:12]2[C:21]3[C:20](=[O:22])[N:19]([CH2:23][C:24]4[CH:29]=[CH:28][C:27]([O:30][CH3:31])=[CH:26][CH:25]=4)[C:18](=[O:32])[N:17]([C:33]4[CH:38]=[CH:37][C:36]([I:39])=[CH:35][C:34]=4[F:40])[C:16]=3[N:15]([CH3:41])[C:14](=[O:42])[C:13]=2[CH3:43])(=O)=O)=CC=1.N1C(C)=CC=CC=1C.[NH2:52][C:53]1[CH:54]=[C:55]([CH2:59][CH2:60][C:61]([NH2:63])=[O:62])[CH:56]=[CH:57][CH:58]=1.O. Product: [F:40][C:34]1[CH:35]=[C:36]([I:39])[CH:37]=[CH:38][C:33]=1[N:17]1[C:16]2[N:15]([CH3:41])[C:14](=[O:42])[C:13]([CH3:43])=[C:12]([NH:52][C:53]3[CH:54]=[C:55]([CH2:59][CH2:60][C:61]([NH2:63])=[O:62])[CH:56]=[CH:57][CH:58]=3)[C:21]=2[C:20](=[O:22])[N:19]([CH2:23][C:24]2[CH:25]=[CH:26][C:27]([O:30][CH3:31])=[CH:28][CH:29]=2)[C:18]1=[O:32]. The catalyst class is: 44.